This data is from Reaction yield outcomes from USPTO patents with 853,638 reactions. The task is: Predict the reaction yield, written as a fraction of the theoretical maximum amount of product (1.0 means a 100% yield; for example, 0.34 means a 34% yield). (1) The reactants are [C:1]([C:3]1[CH:4]=[C:5]2[C:10](=[CH:11][CH:12]=1)[NH:9][CH2:8][C@@H:7]([NH:13][S:14]([C:17]1[CH:22]=[CH:21][CH:20]=[CH:19][CH:18]=1)(=[O:16])=[O:15])[CH2:6]2)#[N:2].N1C=CC=CC=1.[C:29](Cl)(=[O:36])[C:30]1[CH:35]=[CH:34][CH:33]=[CH:32][CH:31]=1. The catalyst is C(Cl)Cl. The product is [C:29]([N:9]1[C:10]2[C:5](=[CH:4][C:3]([C:1]#[N:2])=[CH:12][CH:11]=2)[CH2:6][C@H:7]([NH:13][S:14]([C:17]2[CH:22]=[CH:21][CH:20]=[CH:19][CH:18]=2)(=[O:16])=[O:15])[CH2:8]1)(=[O:36])[C:30]1[CH:35]=[CH:34][CH:33]=[CH:32][CH:31]=1. The yield is 0.880. (2) The yield is 0.920. The reactants are Cl[CH2:2][C:3]1[CH:8]=[CH:7][C:6]([NH:9][C:10]([N:12]2[CH2:17][CH2:16][N:15]([C:18]3[C:27]4[C:22](=[CH:23][C:24]([O:30][CH3:31])=[C:25]([O:28][CH3:29])[CH:26]=4)[N:21]=[CH:20][N:19]=3)[CH2:14][CH2:13]2)=[O:11])=[CH:5][CH:4]=1.[NH:32]1[CH2:37][CH2:36][CH2:35][CH2:34][CH2:33]1.O. The product is [CH3:29][O:28][C:25]1[CH:26]=[C:27]2[C:22](=[CH:23][C:24]=1[O:30][CH3:31])[N:21]=[CH:20][N:19]=[C:18]2[N:15]1[CH2:14][CH2:13][N:12]([C:10]([NH:9][C:6]2[CH:7]=[CH:8][C:3]([CH2:2][N:32]3[CH2:37][CH2:36][CH2:35][CH2:34][CH2:33]3)=[CH:4][CH:5]=2)=[O:11])[CH2:17][CH2:16]1. The catalyst is CN(C)C=O. (3) No catalyst specified. The product is [B:14]([OH:19])([OH:15])[C:2]1[CH:3]=[CH:4][C:5]([F:8])=[N:6][CH:7]=1. The reactants are Br[C:2]1[CH:3]=[CH:4][C:5]([F:8])=[N:6][CH:7]=1.[Li]CCCC.[B:14](OC(C)C)([O:19]C(C)C)[O:15]C(C)C.Cl. The yield is 0.740. (4) The reactants are [F:1][C:2]1[CH:3]=[C:4]([NH:8][CH:9]([C:12]2[CH:17]=[CH:16][CH:15]=[CH:14][C:13]=2[CH3:18])C#N)[CH:5]=[CH:6][CH:7]=1.[C:19]([O-:22])([O-])=[O:20].[K+].[K+].OO.[OH-].[Na+]. The catalyst is CS(C)=O.CO.O. The product is [F:1][C:2]1[CH:3]=[C:4]([NH:8][CH:9]([C:12]2[CH:17]=[CH:16][CH:15]=[CH:14][C:13]=2[CH3:18])[C:19]([OH:22])=[O:20])[CH:5]=[CH:6][CH:7]=1. The yield is 0.800. (5) The reactants are [CH3:1][CH:2]([NH2:4])[CH3:3].[Br:5][C:6]1[CH:14]=[CH:13][C:9]([C:10](O)=[O:11])=[CH:8][C:7]=1[F:15].C(Cl)Cl.F[P-](F)(F)(F)(F)F.N1(O[P+](N(C)C)(N(C)C)N(C)C)C2C=CC=CC=2N=N1.C(N(CC)C(C)C)(C)C.C([O-])(O)=O.[Na+]. No catalyst specified. The product is [Br:5][C:6]1[CH:14]=[CH:13][C:9]([C:10]([NH:4][CH:2]([CH3:3])[CH3:1])=[O:11])=[CH:8][C:7]=1[F:15]. The yield is 0.918. (6) The reactants are [C:1]1([C:11]2[CH:12]=[CH:13][CH:14]=[C:15]3[C:19]=2[C:18](=O)[CH:17]([CH2:21][CH:22]2[CH2:27][CH2:26][CH2:25][CH2:24][CH2:23]2)[CH2:16]3)[C:10]2[C:5](=[CH:6][CH:7]=[CH:8][CH:9]=2)[CH:4]=[CH:3][CH:2]=1.[BH4-].[Na+].CO.S(=O)(=O)(O)O. The catalyst is C1(C)C=CC=CC=1.O. The product is [C:1]1([C:11]2[CH:12]=[CH:13][CH:14]=[C:15]3[C:19]=2[CH2:18][C:17]([CH2:21][CH:22]2[CH2:23][CH2:24][CH2:25][CH2:26][CH2:27]2)=[CH:16]3)[C:10]2[C:5](=[CH:6][CH:7]=[CH:8][CH:9]=2)[CH:4]=[CH:3][CH:2]=1. The yield is 0.950.